Dataset: Full USPTO retrosynthesis dataset with 1.9M reactions from patents (1976-2016). Task: Predict the reactants needed to synthesize the given product. (1) Given the product [NH2:13][C:11]1[CH:10]=[CH:9][C:3]([C:4]([NH:6][CH2:7][CH3:8])=[O:5])=[C:2]([Cl:1])[CH:12]=1, predict the reactants needed to synthesize it. The reactants are: [Cl:1][C:2]1[CH:12]=[C:11]([N+:13]([O-])=O)[CH:10]=[CH:9][C:3]=1[C:4]([NH:6][CH2:7][CH3:8])=[O:5].[Cl-].[Ca+2].[Cl-].C(O)C. (2) Given the product [CH3:1][C:2]1[N:3]=[C:4]([C:7]2([N:13]([C:17]3[CH:18]=[CH:19][CH:20]=[CH:21][CH:22]=3)[C:14](=[O:16])[CH3:15])[CH2:12][CH2:11][N:10]([CH2:33][C:23]3[C:32]4[C:27](=[CH:28][CH:29]=[CH:30][CH:31]=4)[CH:26]=[CH:25][CH:24]=3)[CH2:9][CH2:8]2)[S:5][CH:6]=1, predict the reactants needed to synthesize it. The reactants are: [CH3:1][C:2]1[N:3]=[C:4]([C:7]2([N:13]([C:17]3[CH:22]=[CH:21][CH:20]=[CH:19][CH:18]=3)[C:14](=[O:16])[CH3:15])[CH2:12][CH2:11][NH:10][CH2:9][CH2:8]2)[S:5][CH:6]=1.[C:23]1([CH:33]=O)[C:32]2[C:27](=[CH:28][CH:29]=[CH:30][CH:31]=2)[CH:26]=[CH:25][CH:24]=1.C(O[BH-](OC(=O)C)OC(=O)C)(=O)C.[Na+].C(OCC)(=O)C.